This data is from Peptide-MHC class I binding affinity with 185,985 pairs from IEDB/IMGT. The task is: Regression. Given a peptide amino acid sequence and an MHC pseudo amino acid sequence, predict their binding affinity value. This is MHC class I binding data. (1) The peptide sequence is LICYQIEYI. The MHC is HLA-A23:01 with pseudo-sequence HLA-A23:01. The binding affinity (normalized) is 0.0847. (2) The peptide sequence is NDRPKQAWCWF. The MHC is Mamu-A11 with pseudo-sequence Mamu-A11. The binding affinity (normalized) is 0.179. (3) The binding affinity (normalized) is 1.00. The MHC is H-2-Db with pseudo-sequence H-2-Db. The peptide sequence is YSLLNANAL. (4) The peptide sequence is TMWIGRNPV. The MHC is H-2-Db with pseudo-sequence H-2-Db. The binding affinity (normalized) is 0.194. (5) The peptide sequence is LRPNGKKKYML. The MHC is HLA-B27:05 with pseudo-sequence HLA-B27:05. The binding affinity (normalized) is 0.261.